From a dataset of Forward reaction prediction with 1.9M reactions from USPTO patents (1976-2016). Predict the product of the given reaction. (1) Given the reactants C(NC(C)C)(C)C.C([Li])CCC.[CH2:13]([O:15][C:16](=[O:24])[CH:17]([CH:19]1CCO[CH2:20]1)[CH3:18])[CH3:14].C(Br)=C.Cl.[O:29]1[CH2:33][CH2:32][CH2:31][CH2:30]1, predict the reaction product. The product is: [CH2:13]([O:15][C:16](=[O:24])[C:17]([CH3:18])([CH:31]1[CH2:32][CH2:33][O:29][CH2:30]1)[CH:19]=[CH2:20])[CH3:14]. (2) Given the reactants Cl.[OH:2][CH:3]1[O:11][C@H:10]([CH2:12][OH:13])[C@@H:8]([OH:9])[C@H:6]([OH:7])[C@H:4]1[NH2:5].[CH2:14](N)CN, predict the reaction product. The product is: [NH2:5][C@@H:4]1[C@@H:6]([OH:7])[C@H:8]([OH:9])[C@@H:10]([CH2:12][OH:13])[O:11][C@H:3]1[O:2][CH3:14]. (3) Given the reactants [N+:1]([C:4]1[C:13]2[C:8](=[CH:9][CH:10]=[CH:11][CH:12]=2)[CH:7]=[CH:6][CH:5]=1)([O-:3])=[O:2].[Br:14]Br, predict the reaction product. The product is: [N+:1]([C:4]1[CH:5]=[CH:6][CH:7]=[C:8]2[C:13]=1[CH:12]=[CH:11][CH:10]=[C:9]2[Br:14])([O-:3])=[O:2]. (4) The product is: [NH2:17][C:18]1[CH:23]=[CH:22][C:21]([NH:24][C:25](=[O:39])[CH2:26][CH2:27][CH2:28][CH2:29][CH:30]2[CH:37]3[CH:33]([NH:34][C:35](=[O:38])[NH:36]3)[CH2:32][S:31]2)=[C:20]([OH:40])[CH:19]=1. Given the reactants C1C2C(COC(=O)[NH:17][C:18]3[CH:23]=[CH:22][C:21]([NH:24][C:25](=[O:39])[CH2:26][CH2:27][CH2:28][CH2:29][CH:30]4[CH:37]5[CH:33]([NH:34][C:35](=[O:38])[NH:36]5)[CH2:32][S:31]4)=[C:20]([OH:40])[CH:19]=3)C3C(=CC=CC=3)C=2C=CC=1.N1CCCCC1, predict the reaction product.